This data is from Full USPTO retrosynthesis dataset with 1.9M reactions from patents (1976-2016). The task is: Predict the reactants needed to synthesize the given product. (1) Given the product [C:22]([O:7][CH2:6][CH:5]([CH3:17])[CH2:4][C:3]([C:9]([F:10])([F:11])[F:12])([OH:8])[C:2]([F:13])([F:14])[F:1])(=[O:25])[CH:23]=[CH2:24], predict the reactants needed to synthesize it. The reactants are: [F:1][C:2]([F:14])([F:13])[C:3]([C:9]([F:12])([F:11])[F:10])([OH:8])[CH2:4][CH2:5][CH2:6][OH:7].C[Li].[CH2:17]([Li])CCC.[C:22](Cl)(=[O:25])[CH:23]=[CH2:24].C(Cl)(=O)C(C)=C. (2) Given the product [CH3:24][C:23]([C:27]1[CH:32]=[CH:31][C:30]([O:20][CH2:19][CH2:18][CH2:17][N:4]([CH2:3][C:2]([CH3:22])([CH3:21])[CH3:1])[C:5]2[CH:12]=[CH:11][C:8]([C:9]#[N:10])=[C:7]([C:13]([F:14])([F:15])[F:16])[CH:6]=2)=[CH:29][CH:28]=1)([CH3:26])[CH3:25], predict the reactants needed to synthesize it. The reactants are: [CH3:1][C:2]([CH3:22])([CH3:21])[CH2:3][N:4]([CH2:17][CH2:18][CH2:19][OH:20])[C:5]1[CH:12]=[CH:11][C:8]([C:9]#[N:10])=[C:7]([C:13]([F:16])([F:15])[F:14])[CH:6]=1.[C:23]([C:27]1[CH:32]=[CH:31][C:30](O)=[CH:29][CH:28]=1)([CH3:26])([CH3:25])[CH3:24]. (3) Given the product [NH2:30][C@@H:25]([CH2:24][C:18]1[CH:19]=[CH:20][C:21]([O:22][CH3:23])=[C:16]([O:15][CH2:8][C:9]2[CH:10]=[CH:11][CH:12]=[CH:13][CH:14]=2)[CH:17]=1)[C:26]([O:28][CH3:29])=[O:27].[F:1][C:2]([F:7])([F:6])[C:3]([OH:5])=[O:4], predict the reactants needed to synthesize it. The reactants are: [F:1][C:2]([F:7])([F:6])[C:3]([OH:5])=[O:4].[CH2:8]([O:15][C:16]1[CH:17]=[C:18]([CH2:24][C@H:25]([NH:30]C(OC(C)(C)C)=O)[C:26]([O:28][CH3:29])=[O:27])[CH:19]=[CH:20][C:21]=1[O:22][CH3:23])[C:9]1[CH:14]=[CH:13][CH:12]=[CH:11][CH:10]=1. (4) The reactants are: [CH3:1][S:2]([N:5]1[CH2:10][CH2:9][CH2:8][CH:7]([NH:11][C:12]([C:14]2[C:22]3[C:17](=[N:18][CH:19]=[C:20]([CH:23]4[CH2:25][CH2:24]4)[N:21]=3)[N:16](COCC[Si](C)(C)C)[CH:15]=2)=[O:13])[CH2:6]1)(=[O:4])=[O:3].FC(F)(F)C(O)=O. Given the product [CH3:1][S:2]([N:5]1[CH2:10][CH2:9][CH2:8][CH:7]([NH:11][C:12]([C:14]2[C:22]3[C:17](=[N:18][CH:19]=[C:20]([CH:23]4[CH2:25][CH2:24]4)[N:21]=3)[NH:16][CH:15]=2)=[O:13])[CH2:6]1)(=[O:4])=[O:3], predict the reactants needed to synthesize it. (5) Given the product [Si:1]([O:8][CH2:9][C:10]([Cl:13])=[N:11][OH:12])([C:4]([CH3:7])([CH3:6])[CH3:5])([CH3:3])[CH3:2], predict the reactants needed to synthesize it. The reactants are: [Si:1]([O:8][CH2:9][CH:10]=[N:11][OH:12])([C:4]([CH3:7])([CH3:6])[CH3:5])([CH3:3])[CH3:2].[Cl:13]N1C(=O)CCC1=O.C1(C)C=CC=CC=1.O. (6) Given the product [CH3:3][C:4]1([C:9]2[O:13][C:12]([CH2:14][N:15]3[N:19]=[C:18]([NH2:20])[CH:17]=[N:16]3)=[CH:11][CH:10]=2)[O:8][CH2:7][CH2:6][O:5]1, predict the reactants needed to synthesize it. The reactants are: N#N.[CH3:3][C:4]1([C:9]2[O:13][C:12]([CH2:14][N:15]3[N:19]=[C:18]([N+:20]([O-])=O)[CH:17]=[N:16]3)=[CH:11][CH:10]=2)[O:8][CH2:7][CH2:6][O:5]1.[NH4+].[Cl-]. (7) Given the product [Br:21][C:22]1[CH:27]=[CH:26][C:25]([O:28][CH:2]([CH3:7])[CH3:3])=[C:24]([CH3:29])[CH:23]=1, predict the reactants needed to synthesize it. The reactants are: Br[C:2]1[CH:7]=CC(CC#N)=C(OCC)[CH:3]=1.C1(O)C=CC=CC=1.[Br:21][C:22]1[CH:27]=[CH:26][C:25]([OH:28])=[C:24]([CH3:29])[CH:23]=1.C([O-])([O-])=O.[K+].[K+].IC(C)C. (8) Given the product [CH:25]([C:29]1[C:34]([N:3]([CH2:4][CH3:5])[CH2:1][CH3:2])=[N:33][C:32]([S:36][CH3:37])=[N:31][C:30]=1[NH:38][CH2:39][C:40]([F:43])([F:42])[F:41])([CH2:27][CH3:28])[CH3:26], predict the reactants needed to synthesize it. The reactants are: [CH2:1]([NH:3][CH2:4][CH3:5])[CH3:2].C1(C)C=CC(S([O-])=O)=CC=1.[Na+].CN1CCN(C)C1=O.[CH:25]([C:29]1[C:30]([NH:38][CH2:39][C:40]([F:43])([F:42])[F:41])=[N:31][C:32]([S:36][CH3:37])=[N:33][C:34]=1Cl)([CH2:27][CH3:28])[CH3:26]. (9) Given the product [CH3:17][P:15]([C:12]1[CH:13]=[CH:14][C:9]([NH:8][C:4]2[N:3]=[C:2]([NH:21][CH:24]3[CH2:25][CH2:28][CH2:29][O:30]3)[N:7]=[CH:6][N:5]=2)=[CH:10][CH:11]=1)([CH3:18])=[O:16], predict the reactants needed to synthesize it. The reactants are: Cl[C:2]1[N:7]=[CH:6][N:5]=[C:4]([NH:8][C:9]2[CH:14]=[CH:13][C:12]([P:15]([CH3:18])([CH3:17])=[O:16])=[CH:11][CH:10]=2)[N:3]=1.C([N:21]([CH2:24][CH3:25])CC)C.Cl.N[C@H:28]1CC[O:30][CH2:29]1. (10) Given the product [F:29][C:30]([F:37])([F:36])[C:31](=[O:32])[CH2:15][C:16]([C:18]1[CH:19]=[CH:20][C:21]([N:24]2[CH:25]=[CH:26][N:27]=[CH:28]2)=[CH:22][CH:23]=1)=[O:17], predict the reactants needed to synthesize it. The reactants are: C[Si](C)(C)N[Si](C)(C)C.C([Li])CCC.[CH3:15][C:16]([C:18]1[CH:23]=[CH:22][C:21]([N:24]2[CH:28]=[N:27][CH:26]=[CH:25]2)=[CH:20][CH:19]=1)=[O:17].[F:29][C:30]([F:37])([F:36])[C:31](OCC)=[O:32].